Dataset: Catalyst prediction with 721,799 reactions and 888 catalyst types from USPTO. Task: Predict which catalyst facilitates the given reaction. (1) Reactant: [OH:1][CH2:2][CH2:3][CH2:4][CH2:5][N:6]1[CH:10]=[C:9]([C:11]([NH:13][CH2:14][C:15]2[CH:20]=[CH:19][CH:18]=[CH:17][N:16]=2)=[O:12])[N:8]=[N:7]1.[CH3:21][S:22](Cl)(=[O:24])=[O:23]. Product: [CH3:21][S:22]([O:1][CH2:2][CH2:3][CH2:4][CH2:5][N:6]1[CH:10]=[C:9]([C:11](=[O:12])[NH:13][CH2:14][C:15]2[CH:20]=[CH:19][CH:18]=[CH:17][N:16]=2)[N:8]=[N:7]1)(=[O:24])=[O:23]. The catalyst class is: 2. (2) Reactant: [C:1]([C:5]1[O:9][C:8]([CH2:10][Cl:11])=[N:7][CH:6]=1)([CH3:4])([CH3:3])[CH3:2].[NH2:12][C:13]([NH2:15])=[S:14]. Product: [ClH:11].[C:1]([C:5]1[O:9][C:8]([CH2:10][S:14][C:13]([NH2:15])=[NH2+:12])=[N:7][CH:6]=1)([CH3:4])([CH3:3])[CH3:2]. The catalyst class is: 8.